Dataset: Forward reaction prediction with 1.9M reactions from USPTO patents (1976-2016). Task: Predict the product of the given reaction. (1) Given the reactants [Cl:1][C:2]1[CH:11]=[CH:10][C:9]2[NH:8][C:7](=O)[N:6]3[N:13]=[CH:14][CH:15]=[C:5]3[C:4]=2[CH:3]=1.C(N(C(C)C)CC)(C)C.P(Cl)(Cl)([Cl:27])=O, predict the reaction product. The product is: [Cl:27][C:7]1[N:6]2[N:13]=[CH:14][CH:15]=[C:5]2[C:4]2[CH:3]=[C:2]([Cl:1])[CH:11]=[CH:10][C:9]=2[N:8]=1. (2) Given the reactants [Cl:1][C:2]1[CH:7]=[CH:6][C:5](/[C:8](/[CH3:13])=[CH:9]/[C:10]([OH:12])=O)=[C:4]([CH2:14][N:15]2[N:19]=[N:18][C:17]([CH3:20])=[N:16]2)[CH:3]=1.[CH3:21][C:22]1[O:23][C:24]([CH:27]2[CH2:32][CH2:31][NH:30][CH2:29][CH2:28]2)=[N:25][N:26]=1, predict the reaction product. The product is: [Cl:1][C:2]1[CH:7]=[CH:6][C:5](/[C:8](/[CH3:13])=[CH:9]/[C:10]([N:30]2[CH2:29][CH2:28][CH:27]([C:24]3[O:23][C:22]([CH3:21])=[N:26][N:25]=3)[CH2:32][CH2:31]2)=[O:12])=[C:4]([CH2:14][N:15]2[N:19]=[N:18][C:17]([CH3:20])=[N:16]2)[CH:3]=1.